Dataset: Full USPTO retrosynthesis dataset with 1.9M reactions from patents (1976-2016). Task: Predict the reactants needed to synthesize the given product. (1) Given the product [CH3:1][N:2]1[C:6]([C:16](=[O:17])[C:15]2[CH:19]=[CH:20][C:12]([C:11]([F:10])([F:21])[F:22])=[CH:13][CH:14]=2)=[CH:5][CH:4]=[C:3]1[CH2:7][C:8]#[N:9], predict the reactants needed to synthesize it. The reactants are: [CH3:1][N:2]1[CH:6]=[CH:5][CH:4]=[C:3]1[CH2:7][C:8]#[N:9].[F:10][C:11]([F:22])([F:21])[C:12]1[CH:20]=[CH:19][C:15]([C:16](Cl)=[O:17])=[CH:14][CH:13]=1. (2) Given the product [C:1]([O:5][C:6](=[O:29])[CH:7]([NH:11][S:12]([C:15]1[CH:16]=[CH:17][C:18]([C:21]2[CH:22]=[CH:23][C:24]([CH2:27][O:28][C:33]3[N:32]=[CH:31][C:40]4[C:35]([CH:34]=3)=[CH:36][CH:37]=[CH:38][CH:39]=4)=[CH:25][CH:26]=2)=[CH:19][CH:20]=1)(=[O:14])=[O:13])[CH:8]([CH3:10])[CH3:9])([CH3:3])([CH3:4])[CH3:2], predict the reactants needed to synthesize it. The reactants are: [C:1]([O:5][C:6](=[O:29])[CH:7]([NH:11][S:12]([C:15]1[CH:20]=[CH:19][C:18]([C:21]2[CH:26]=[CH:25][C:24]([CH2:27][OH:28])=[CH:23][CH:22]=2)=[CH:17][CH:16]=1)(=[O:14])=[O:13])[CH:8]([CH3:10])[CH3:9])([CH3:4])([CH3:3])[CH3:2].Cl[C:31]1[CH:40]=[CH:39][C:38]2[C:33](=[CH:34][CH:35]=[CH:36][CH:37]=2)[N:32]=1.[H-].[Na+]. (3) Given the product [Br:10][C:11]1[CH:12]=[C:13]([Cl:21])[C:14]([C:15]([C:3]2[C:4]3[C:5](=[CH:6][N:7]=[CH:8][CH:9]=3)[NH:1][CH:2]=2)=[O:16])=[C:18]([Cl:20])[CH:19]=1, predict the reactants needed to synthesize it. The reactants are: [NH:1]1[C:5]2=[CH:6][N:7]=[CH:8][CH:9]=[C:4]2[CH:3]=[CH:2]1.[Br:10][C:11]1[CH:19]=[C:18]([Cl:20])[C:14]([C:15](Cl)=[O:16])=[C:13]([Cl:21])[CH:12]=1. (4) Given the product [CH2:1]([C:8]1[CH:20]=[CH:19][C:11]([O:12][CH2:13][C@H:14]2[CH2:18][CH2:17][CH2:16][N:15]2[CH2:28][C:23]2[CH:24]=[CH:25][CH:26]=[CH:27][N:22]=2)=[CH:10][CH:9]=1)[C:2]1[CH:3]=[CH:4][CH:5]=[CH:6][CH:7]=1, predict the reactants needed to synthesize it. The reactants are: [CH2:1]([C:8]1[CH:20]=[CH:19][C:11]([O:12][CH2:13][C@H:14]2[CH2:18][CH2:17][CH2:16][NH:15]2)=[CH:10][CH:9]=1)[C:2]1[CH:7]=[CH:6][CH:5]=[CH:4][CH:3]=1.Cl.[N:22]1[CH:27]=[CH:26][CH:25]=[CH:24][C:23]=1[CH2:28]Cl.C(N(CC)CC)C. (5) Given the product [Cl:1][C:2]1[CH:7]=[CH:6][C:5]([C@@:8]2([CH3:38])[C@:12]([C:14]3[CH:19]=[CH:18][C:17]([Cl:20])=[CH:16][CH:15]=3)([CH3:13])[N:11]([C:21]([N:51]3[CH2:50][CH2:49][N:48]([CH2:47][CH2:46][CH2:45][S:42]([CH3:41])(=[O:43])=[O:44])[CH2:53][CH2:52]3)=[O:22])[C:10]([C:24]3[CH:29]=[CH:28][C:27]([C:30]([CH3:31])([CH3:32])[C:33]#[N:34])=[CH:26][C:25]=3[O:35][CH2:36][CH3:37])=[N:9]2)=[CH:4][CH:3]=1, predict the reactants needed to synthesize it. The reactants are: [Cl:1][C:2]1[CH:7]=[CH:6][C:5]([C:8]2([CH3:38])[C:12]([C:14]3[CH:19]=[CH:18][C:17]([Cl:20])=[CH:16][CH:15]=3)([CH3:13])[N:11]([C:21](Cl)=[O:22])[C:10]([C:24]3[CH:29]=[CH:28][C:27]([C:30]([C:33]#[N:34])([CH3:32])[CH3:31])=[CH:26][C:25]=3[O:35][CH2:36][CH3:37])=[N:9]2)=[CH:4][CH:3]=1.Cl.Cl.[CH3:41][S:42]([CH2:45][CH2:46][CH2:47][N:48]1[CH2:53][CH2:52][NH:51][CH2:50][CH2:49]1)(=[O:44])=[O:43]. (6) Given the product [C:14]([C:10]1[CH:9]=[C:8]([C:6]2[CH:5]=[CH:4][N:3]=[C:2]([NH:25][C:17](=[O:24])[C:18]3[CH:23]=[CH:22][CH:21]=[CH:20][CH:19]=3)[CH:7]=2)[CH:13]=[CH:12][CH:11]=1)(=[O:16])[CH3:15], predict the reactants needed to synthesize it. The reactants are: Cl[C:2]1[CH:7]=[C:6]([C:8]2[CH:9]=[C:10]([C:14](=[O:16])[CH3:15])[CH:11]=[CH:12][CH:13]=2)[CH:5]=[CH:4][N:3]=1.[C:17]([NH2:25])(=[O:24])[C:18]1[CH:23]=[CH:22][CH:21]=[CH:20][CH:19]=1.CC1(C)C2C(=C(P(C3C=CC=CC=3)C3C=CC=CC=3)C=CC=2)OC2C(P(C3C=CC=CC=3)C3C=CC=CC=3)=CC=CC1=2.C([O-])([O-])=O.[K+].[K+].